From a dataset of Full USPTO retrosynthesis dataset with 1.9M reactions from patents (1976-2016). Predict the reactants needed to synthesize the given product. (1) Given the product [CH3:13][O:14][C:15]1[CH:24]=[CH:23][C:22]2[C:21]3[NH:12][C:11]4=[C:7]([C:2]5[CH:3]=[CH:4][CH:5]=[CH:6][N:1]=5)[CH:8]=[N:9][N:10]4[C:26](=[O:27])[C:20]=3[CH2:19][CH2:18][C:17]=2[CH:16]=1, predict the reactants needed to synthesize it. The reactants are: [N:1]1[CH:6]=[CH:5][CH:4]=[CH:3][C:2]=1[C:7]1[CH:8]=[N:9][NH:10][C:11]=1[NH2:12].[CH3:13][O:14][C:15]1[CH:16]=[C:17]2[C:22](=[CH:23][CH:24]=1)[C:21](=O)[CH:20]([C:26](OC)=[O:27])[CH2:19][CH2:18]2.C1(C)C=CC(S(O)(=O)=O)=CC=1. (2) Given the product [OH:7][CH2:6][CH:3]1[CH2:4][CH2:5][N:1]([C:20]([O:19][C:15]([CH3:18])([CH3:17])[CH3:16])=[O:21])[CH2:2]1, predict the reactants needed to synthesize it. The reactants are: [NH:1]1[CH2:5][CH2:4][CH:3]([CH2:6][OH:7])[CH2:2]1.C(N(CC)CC)C.[C:15]([O:19][C:20](O[C:20]([O:19][C:15]([CH3:18])([CH3:17])[CH3:16])=[O:21])=[O:21])([CH3:18])([CH3:17])[CH3:16]. (3) Given the product [CH3:1][O:2][C:3]1[CH:4]=[CH:5][C:6]([S:9]([CH:12]([CH3:14])[CH3:13])(=[O:11])=[O:10])=[CH:7][C:8]=1[S:22]([Cl:21])(=[O:24])=[O:23], predict the reactants needed to synthesize it. The reactants are: [CH3:1][O:2][C:3]1[CH:8]=[CH:7][C:6]([S:9]([CH:12]([CH3:14])[CH3:13])(=[O:11])=[O:10])=[CH:5][CH:4]=1.P(Cl)(Cl)(Cl)(Cl)Cl.[Cl:21][S:22](O)(=[O:24])=[O:23].